From a dataset of Forward reaction prediction with 1.9M reactions from USPTO patents (1976-2016). Predict the product of the given reaction. (1) Given the reactants [CH3:1][O:2][C:3]([C:5]1[N:6]=[C:7]([NH:10][C:11](=[O:20])[CH:12]([NH2:19])[CH2:13][C:14]2[S:15][CH:16]=[CH:17][N:18]=2)[S:8][CH:9]=1)=[O:4].C(OC(N[C@H](C1C=CC=CC=1)C(O)=O)=O)(C)(C)C.COC(C1N=C(NC(=O)[C@@H](N)CC2C=CC=CC=2)SC=1)=O.C(OC(N[C@@H](CC1SC=CN=1)C(O)=O)=O)(C)(C)C, predict the reaction product. The product is: [CH3:1][O:2][C:3]([C:5]1[N:6]=[C:7]([NH:10][C:11](=[O:20])[C@@H:12]([NH2:19])[CH2:13][C:14]2[S:15][CH:16]=[CH:17][N:18]=2)[S:8][CH:9]=1)=[O:4]. (2) Given the reactants [OH:1][C:2]1[C:11]2[C:6](=[N:7][CH:8]=[CH:9][CH:10]=2)[N:5]([C:12]2[CH:17]=[CH:16][CH:15]=[CH:14][CH:13]=2)[C:4](=[O:18])[CH:3]=1.[N:19]1[CH:24]=[CH:23][C:22]([CH2:25][CH2:26][C:27](O)=[O:28])=[CH:21][CH:20]=1, predict the reaction product. The product is: [OH:1][C:2]1[C:11]2[C:6](=[N:7][CH:8]=[CH:9][CH:10]=2)[N:5]([C:12]2[CH:13]=[CH:14][CH:15]=[CH:16][CH:17]=2)[C:4](=[O:18])[C:3]=1[C:27](=[O:28])[CH2:26][CH2:25][C:22]1[CH:23]=[CH:24][N:19]=[CH:20][CH:21]=1. (3) Given the reactants C1C(=O)N(Br)C(=[O:4])C1.[N:9]1([C:14]([O:16][CH2:17][C:18]2[CH:23]=[CH:22][CH:21]=[CH:20][CH:19]=2)=[O:15])[CH2:13][CH:12]=[CH:11][CH2:10]1.[OH-].[Na+], predict the reaction product. The product is: [O:4]1[CH:12]2[CH:11]1[CH2:10][N:9]([C:14]([O:16][CH2:17][C:18]1[CH:23]=[CH:22][CH:21]=[CH:20][CH:19]=1)=[O:15])[CH2:13]2. (4) Given the reactants [Br:1][C:2]1[CH:7]=[CH:6][CH:5]=[C:4]([CH3:8])[C:3]=1[Cl:9].C1C(=O)N([Br:17])C(=O)C1.CC(N=NC(C#N)(C)C)(C#N)C, predict the reaction product. The product is: [Br:1][C:2]1[CH:7]=[CH:6][CH:5]=[C:4]([CH2:8][Br:17])[C:3]=1[Cl:9]. (5) Given the reactants P(Cl)(Cl)(Cl)=O.[Cl:6][C:7]1[CH:12]=[CH:11][N:10]2[N:13]=[C:14]([C:16]3[CH:21]=[CH:20][C:19]([F:22])=[CH:18][CH:17]=3)[CH:15]=[C:9]2[CH:8]=1.[OH-].[NH4+].CN(C)[CH:27]=[O:28], predict the reaction product. The product is: [Cl:6][C:7]1[CH:12]=[CH:11][N:10]2[N:13]=[C:14]([C:16]3[CH:17]=[CH:18][C:19]([F:22])=[CH:20][CH:21]=3)[C:15]([CH:27]=[O:28])=[C:9]2[CH:8]=1. (6) The product is: [NH2:32][C:33]1[CH:34]=[C:35]([C:25]2[C:20]([CH2:19][N:15]3[C@@H:14]([CH3:29])[C@@H:13]([C:5]4[CH:4]=[C:3]([C:2]([F:31])([F:30])[F:1])[CH:8]=[C:7]([C:9]([F:12])([F:11])[F:10])[CH:6]=4)[O:17][C:16]3=[O:18])=[N:21][C:22]([S:27][CH3:28])=[N:23][CH:24]=2)[CH:36]=[CH:37][C:38]=1[F:39]. Given the reactants [F:1][C:2]([F:31])([F:30])[C:3]1[CH:4]=[C:5]([C@H:13]2[O:17][C:16](=[O:18])[N:15]([CH2:19][C:20]3[C:25](Br)=[CH:24][N:23]=[C:22]([S:27][CH3:28])[N:21]=3)[C@H:14]2[CH3:29])[CH:6]=[C:7]([C:9]([F:12])([F:11])[F:10])[CH:8]=1.[NH2:32][C:33]1[CH:34]=[C:35](B(O)O)[CH:36]=[CH:37][C:38]=1[F:39].C([O-])([O-])=O.[Na+].[Na+], predict the reaction product.